Predict the product of the given reaction. From a dataset of Forward reaction prediction with 1.9M reactions from USPTO patents (1976-2016). (1) Given the reactants Cl[C:2]1[C:11]2[C:6](=[CH:7][C:8]([F:12])=[CH:9][CH:10]=2)[N:5]=[C:4]([C:13]([F:22])([F:21])[C:14]2[CH:19]=[CH:18][C:17]([F:20])=[CH:16][CH:15]=2)[N:3]=1.[I-].[K+].CCN(C(C)C)C(C)C.[CH3:34][C:35]1[NH:39][N:38]=[C:37]([NH2:40])[CH:36]=1, predict the reaction product. The product is: [F:21][C:13]([F:22])([C:14]1[CH:19]=[CH:18][C:17]([F:20])=[CH:16][CH:15]=1)[C:4]1[N:3]=[C:2]([NH:40][C:37]2[CH:36]=[C:35]([CH3:34])[NH:39][N:38]=2)[C:11]2[C:6](=[CH:7][C:8]([F:12])=[CH:9][CH:10]=2)[N:5]=1. (2) The product is: [C:6]([C:5]1[CH:8]=[CH:9][C:2]([C:16]([OH:18])=[O:17])=[C:3]([CH3:10])[CH:4]=1)#[N:7]. Given the reactants Br[C:2]1[CH:9]=[CH:8][C:5]([C:6]#[N:7])=[CH:4][C:3]=1[CH3:10].C([Li])CCC.[C:16](=[O:18])=[O:17], predict the reaction product. (3) Given the reactants [Cl:1][C:2]1[CH:7]=[CH:6][CH:5]=[CH:4][C:3]=1[C:8]1[N:9]([C:22]2[CH:27]=[CH:26][C:25]([Cl:28])=[CH:24][CH:23]=2)[CH:10]=[C:11]([C:13]([NH:15][CH:16]2[CH2:21][CH2:20][NH:19][CH2:18][CH2:17]2)=[O:14])[N:12]=1.Br[C:30]1[CH:35]=[CH:34][CH:33]=[CH:32][N:31]=1.CC([O-])(C)C.[Na+].C1(C)C=CC=CC=1, predict the reaction product. The product is: [Cl:1][C:2]1[CH:7]=[CH:6][CH:5]=[CH:4][C:3]=1[C:8]1[N:9]([C:22]2[CH:23]=[CH:24][C:25]([Cl:28])=[CH:26][CH:27]=2)[CH:10]=[C:11]([C:13]([NH:15][CH:16]2[CH2:17][CH2:18][N:19]([C:30]3[CH:35]=[CH:34][CH:33]=[CH:32][N:31]=3)[CH2:20][CH2:21]2)=[O:14])[N:12]=1. (4) The product is: [F:19][C:12]([F:20])([C:13]1[CH:18]=[CH:17][CH:16]=[CH:15][CH:14]=1)[CH2:11][NH:10][C:4]1[N:5]=[C:6]([O:8][CH3:9])[N:7]=[C:2]([C:29]2[CH:28]=[C:27]([C:24]([CH3:26])([CH3:25])[C:21]([OH:23])=[O:22])[CH:32]=[CH:31][CH:30]=2)[CH:3]=1. Given the reactants Cl[C:2]1[N:7]=[C:6]([O:8][CH3:9])[N:5]=[C:4]([NH:10][CH2:11][C:12]([F:20])([F:19])[C:13]2[CH:18]=[CH:17][CH:16]=[CH:15][CH:14]=2)[CH:3]=1.[C:21]([C:24]([C:27]1[CH:28]=[C:29](B(O)O)[CH:30]=[CH:31][CH:32]=1)([CH3:26])[CH3:25])([OH:23])=[O:22].C([O-])([O-])=O.[Cs+].[Cs+], predict the reaction product.